Task: Predict the product of the given reaction.. Dataset: Forward reaction prediction with 1.9M reactions from USPTO patents (1976-2016) Given the reactants [Cl:1][C:2]1[CH:7]=[CH:6][C:5]([N+:8]([O-:10])=[O:9])=[CH:4][C:3]=1I.C([C:14](CC)([C:18]([O-:20])=[O:19])[C:15]([O-:17])=[O:16])C.[C:23]1(C2C=CC=CC=2O)C=CC=C[CH:24]=1.C(=O)([O-])[O-].[Cs+].[Cs+].[CH2:42]1COC[CH2:43]1, predict the reaction product. The product is: [CH2:23]([O:20][C:18](=[O:19])[CH:14]([C:3]1[CH:4]=[C:5]([N+:8]([O-:10])=[O:9])[CH:6]=[CH:7][C:2]=1[Cl:1])[C:15]([O:17][CH2:42][CH3:43])=[O:16])[CH3:24].